From a dataset of Reaction yield outcomes from USPTO patents with 853,638 reactions. Predict the reaction yield, written as a fraction of the theoretical maximum amount of product (1.0 means a 100% yield; for example, 0.34 means a 34% yield). (1) The reactants are [Br:1][CH2:2][C:3]([C:5]1[CH:10]=[CH:9][C:8]([Br:11])=[CH:7][CH:6]=1)=[O:4].[O:12]1[CH:16]2[O:17][CH2:18][CH2:19][N:15]2[CH2:14][CH2:13]1. The catalyst is ClCCl. The product is [Br-:1].[Br:11][C:8]1[CH:9]=[CH:10][C:5]([C:3](=[O:4])[CH2:2][N+:15]23[CH2:19][CH2:18][O:17][CH:16]2[O:12][CH2:13][CH2:14]3)=[CH:6][CH:7]=1. The yield is 0.967. (2) The reactants are [Br:1][C:2]1[CH:3]=[CH:4][C:5]([OH:18])=[C:6]([C:8](=[O:17])[CH2:9][C:10]2[CH:15]=[CH:14][CH:13]=[C:12]([F:16])[CH:11]=2)[CH:7]=1.[C:19](O[C:19](=O)[CH2:20][CH2:21][CH3:22])(=O)[CH2:20][CH2:21][CH3:22].Cl. The yield is 0.230. The product is [Br:1][C:2]1[CH:7]=[C:6]2[C:5](=[CH:4][CH:3]=1)[O:18][C:19]([CH2:20][CH2:21][CH3:22])=[C:9]([C:10]1[CH:15]=[CH:14][CH:13]=[C:12]([F:16])[CH:11]=1)[C:8]2=[O:17]. The catalyst is C(N(CC)CC)C.